Dataset: Forward reaction prediction with 1.9M reactions from USPTO patents (1976-2016). Task: Predict the product of the given reaction. (1) Given the reactants C([O:8][C@@H:9]1[CH2:14][CH2:13][C:12]([F:16])([F:15])[CH2:11][C@:10]1([CH3:20])[C:17]([OH:19])=[O:18])C1C=CC=CC=1, predict the reaction product. The product is: [F:15][C:12]1([F:16])[CH2:11][C@:10]([CH3:20])([C:17]([OH:19])=[O:18])[C@H:9]([OH:8])[CH2:14][CH2:13]1. (2) Given the reactants [C:1]([O:5][C:6]([NH:8][CH2:9][C:10]1[N:11]([CH2:35][CH:36]([CH3:38])[CH3:37])[C:12](=[O:34])[C:13]2[C:18]([C:19]=1[C:20]1[CH:25]=[CH:24][CH:23]=[CH:22][CH:21]=1)=[CH:17][C:16]([O:26][C:27]([CH3:33])([CH3:32])[C:28]([O:30]C)=[O:29])=[CH:15][CH:14]=2)=[O:7])([CH3:4])([CH3:3])[CH3:2].[OH-].[Na+].O.Cl, predict the reaction product. The product is: [C:1]([O:5][C:6]([NH:8][CH2:9][C:10]1[N:11]([CH2:35][CH:36]([CH3:38])[CH3:37])[C:12](=[O:34])[C:13]2[C:18]([C:19]=1[C:20]1[CH:21]=[CH:22][CH:23]=[CH:24][CH:25]=1)=[CH:17][C:16]([O:26][C:27]([CH3:33])([CH3:32])[C:28]([OH:30])=[O:29])=[CH:15][CH:14]=2)=[O:7])([CH3:4])([CH3:3])[CH3:2]. (3) Given the reactants S(O)(O)(=O)=O.[CH3:6][N:7]([CH3:11])[C:8]([NH2:10])=[NH:9].[F:12][C:13]1[CH:14]=[C:15]([NH:20][C:21]([C:23]2[CH:24]=[C:25]([S:30](Cl)(=[O:32])=[O:31])[CH:26]=[CH:27][C:28]=2[F:29])=[O:22])[CH:16]=[CH:17][C:18]=1[F:19], predict the reaction product. The product is: [F:12][C:13]1[CH:14]=[C:15]([NH:20][C:21](=[O:22])[C:23]2[CH:24]=[C:25]([S:30](=[O:32])(=[O:31])[NH:9][C:8](=[NH:10])[N:7]([CH3:11])[CH3:6])[CH:26]=[CH:27][C:28]=2[F:29])[CH:16]=[CH:17][C:18]=1[F:19]. (4) Given the reactants C12CC(CC1)C=C2B(O)O.[C:11]1([C:16]2[N:21]=[C:20]([CH2:22][NH:23][C@H:24]([CH:27]([CH3:29])[CH3:28])[CH2:25][OH:26])[C:19]([F:30])=[CH:18][CH:17]=2)[CH2:15][CH2:14][CH2:13][CH:12]=1, predict the reaction product. The product is: [C:11]1([C:16]2[N:21]=[C:20]([CH2:22][NH:23][C@H:24]([CH:27]([CH3:28])[CH3:29])[CH2:25][OH:26])[C:19]([F:30])=[CH:18][CH:17]=2)[CH2:15][CH2:14][CH2:13][CH:12]=1.[CH:11]1([C:16]2[N:21]=[C:20]([CH2:22][NH:23][C@H:24]([CH:27]([CH3:28])[CH3:29])[CH2:25][OH:26])[C:19]([F:30])=[CH:18][CH:17]=2)[CH2:12][CH2:13][CH2:14][CH2:15]1. (5) Given the reactants [F:1][C:2]1[CH:3]=[C:4]([CH:20]=[C:21]([N:23]2[CH2:28][CH2:27][O:26][CH2:25][CH2:24]2)[CH:22]=1)[C:5]([NH:7][C:8]1[C:17]2[C:12](=[CH:13][CH:14]=[CH:15][CH:16]=2)[C:11](C=O)=[CH:10][CH:9]=1)=[O:6].[C:29]([BH3-])#[N:30].[Na+].[C:33]([O:36][CH2:37][CH3:38])(=O)[CH3:34], predict the reaction product. The product is: [F:1][C:2]1[CH:3]=[C:4]([CH:20]=[C:21]([N:23]2[CH2:28][CH2:27][O:26][CH2:25][CH2:24]2)[CH:22]=1)[C:5]([NH:7][C:8]1[C:17]2[C:12](=[CH:13][CH:14]=[CH:15][CH:16]=2)[C:11]([CH2:29][N:30]2[CH2:38][CH2:37][O:36][CH2:33][CH2:34]2)=[CH:10][CH:9]=1)=[O:6]. (6) Given the reactants Cl[C:2]1[N:7]=[C:6]([NH:8][C@@H:9]2[CH2:15][CH2:14][CH2:13][CH2:12][C@H:11]([NH:16][C:17](=[O:23])[O:18][C:19]([CH3:22])([CH3:21])[CH3:20])[CH2:10]2)[C:5]([Cl:24])=[CH:4][N:3]=1.[CH3:25][N:26]1[CH:30]=[C:29]([NH2:31])[CH:28]=[N:27]1, predict the reaction product. The product is: [Cl:24][C:5]1[C:6]([NH:8][C@@H:9]2[CH2:15][CH2:14][CH2:13][CH2:12][C@H:11]([NH:16][C:17](=[O:23])[O:18][C:19]([CH3:22])([CH3:21])[CH3:20])[CH2:10]2)=[N:7][C:2]([NH:31][C:29]2[CH:28]=[N:27][N:26]([CH3:25])[CH:30]=2)=[N:3][CH:4]=1. (7) The product is: [ClH:34].[F:3][C:4]1[CH:9]=[CH:8][C:7]([F:10])=[CH:6][C:5]=1[C@H:11]1[CH2:15][CH2:14][CH2:13][N:12]1[C:16]1[CH:17]=[CH:18][C:19]2[N:20]([C:22]([NH:25][C:26]([N:28]3[CH2:32][CH2:31][C@H:30]([OH:33])[CH2:29]3)=[O:27])=[CH:23][N:24]=2)[N:21]=1. Given the reactants CO.[F:3][C:4]1[CH:9]=[CH:8][C:7]([F:10])=[CH:6][C:5]=1[C@H:11]1[CH2:15][CH2:14][CH2:13][N:12]1[C:16]1[CH:17]=[CH:18][C:19]2[N:20]([C:22]([NH:25][C:26]([N:28]3[CH2:32][CH2:31][C@H:30]([OH:33])[CH2:29]3)=[O:27])=[CH:23][N:24]=2)[N:21]=1.[ClH:34], predict the reaction product. (8) The product is: [NH2:7][C:8]1([CH2:38][OH:39])[CH2:13][CH2:12][N:11]([C:14]2[CH:15]=[CH:16][CH:17]=[C:18]3[C:23]=2[N:22]=[C:21]([C:24]2[N:28]4[CH:29]=[CH:30][C:31]([O:33][CH2:34][CH2:35][O:36][CH3:37])=[CH:32][C:27]4=[N:26][CH:25]=2)[CH:20]=[CH:19]3)[CH2:10][CH2:9]1. Given the reactants [H-].[H-].[H-].[H-].[Li+].[Al+3].[NH2:7][C:8]1([C:38](OC)=[O:39])[CH2:13][CH2:12][N:11]([C:14]2[CH:15]=[CH:16][CH:17]=[C:18]3[C:23]=2[N:22]=[C:21]([C:24]2[N:28]4[CH:29]=[CH:30][C:31]([O:33][CH2:34][CH2:35][O:36][CH3:37])=[CH:32][C:27]4=[N:26][CH:25]=2)[CH:20]=[CH:19]3)[CH2:10][CH2:9]1, predict the reaction product.